From a dataset of Reaction yield outcomes from USPTO patents with 853,638 reactions. Predict the reaction yield, written as a fraction of the theoretical maximum amount of product (1.0 means a 100% yield; for example, 0.34 means a 34% yield). (1) The reactants are Cl[C:2]1[CH:15]=[CH:14][C:13]2[O:12][C:11]3[C:6](=[CH:7][C:8]([C:16]4[CH:17]=[N:18][CH:19]=[N:20][CH:21]=4)=[CH:9][CH:10]=3)[C:5]3([CH2:25][O:24][C:23]([NH2:26])=[N:22]3)[C:4]=2[CH:3]=1.CC(C1C=C(C(C)C)C(C2C=CC=CC=2P(C2CCCCC2)C2CCCCC2)=C(C(C)C)C=1)C.[CH3:61][C:62]([CH3:69])([CH3:68])/[CH:63]=[CH:64]/B(O)O.P([O-])([O-])([O-])=O.[K+].[K+].[K+]. The catalyst is C(OCC)(=O)C.C1C=CC(/C=C/C(/C=C/C2C=CC=CC=2)=O)=CC=1.C1C=CC(/C=C/C(/C=C/C2C=CC=CC=2)=O)=CC=1.C1C=CC(/C=C/C(/C=C/C2C=CC=CC=2)=O)=CC=1.[Pd].[Pd].C1COCC1. The product is [CH3:61][C:62]([CH3:69])([CH3:68])[CH:63]=[CH:64][C:2]1[CH:15]=[CH:14][C:13]2[O:12][C:11]3[C:6](=[CH:7][C:8]([C:16]4[CH:17]=[N:18][CH:19]=[N:20][CH:21]=4)=[CH:9][CH:10]=3)[C:5]3([CH2:25][O:24][C:23]([NH2:26])=[N:22]3)[C:4]=2[CH:3]=1. The yield is 0.640. (2) The reactants are [CH2:1]([O:8][C:9]1[CH:10]=[CH:11][C:12]([C:15]2[N:19]([C:20]3[N:21]=[N:22][C:23]([O:26][CH3:27])=[CH:24][CH:25]=3)[N:18]=[C:17]([C:28](O)=[O:29])[CH:16]=2)=[N:13][CH:14]=1)[C:2]1[CH:7]=[CH:6][CH:5]=[CH:4][CH:3]=1.[CH2:31]([NH:33][CH3:34])[CH3:32]. No catalyst specified. The product is [CH2:31]([N:33]([CH3:34])[C:28]([C:17]1[CH:16]=[C:15]([C:12]2[CH:11]=[CH:10][C:9]([O:8][CH2:1][C:2]3[CH:3]=[CH:4][CH:5]=[CH:6][CH:7]=3)=[CH:14][N:13]=2)[N:19]([C:20]2[N:21]=[N:22][C:23]([O:26][CH3:27])=[CH:24][CH:25]=2)[N:18]=1)=[O:29])[CH3:32]. The yield is 0.710. (3) The reactants are CS(Cl)(=O)=O.OCC[N:9](CCO)[S:10]([C:13]1[CH:18]=[CH:17][C:16](C)=[CH:15][CH:14]=1)(=[O:12])=[O:11].C(N(CC)CC)C. The catalyst is ClCCl. The product is [C:13]1([S:10]([NH2:9])(=[O:12])=[O:11])[CH:18]=[CH:17][CH:16]=[CH:15][CH:14]=1. The yield is 0.857. (4) The catalyst is C1(C)C=CC=CC=1. The yield is 0.598. The product is [F:1][C:2]1[CH:7]=[CH:6][C:5]([CH:8]2[C:16]3[C:11](=[CH:12][C:13]([C:17]#[N:24])=[CH:14][CH:15]=3)[CH2:10][O:9]2)=[CH:4][CH:3]=1. The reactants are [F:1][C:2]1[CH:7]=[CH:6][C:5]([CH:8]2[C:16]3[C:11](=[CH:12][C:13]([CH:17]=O)=[CH:14][CH:15]=3)[CH2:10][O:9]2)=[CH:4][CH:3]=1.Cl.NO.C([N:24](CC)CC)C. (5) The reactants are [O:1]=[C:2]1[N:6]([CH2:7][C:8]2[CH:13]=[CH:12][C:11]([C:14]3[CH:19]=[CH:18][C:17]([CH:20]=O)=[CH:16][CH:15]=3)=[CH:10][CH:9]=2)[CH2:5][C:4]2([CH2:26][CH2:25][CH2:24][CH2:23][CH2:22]2)[O:3]1.Cl.[NH:28]1[CH2:32][CH2:31][C@@H:30]([OH:33])[CH2:29]1.[BH-](OC(C)=O)(OC(C)=O)OC(C)=O.[Na+]. The catalyst is ClCCCl. The product is [OH:33][CH:30]1[CH2:31][CH2:32][N:28]([CH2:20][C:17]2[CH:16]=[CH:15][C:14]([C:11]3[CH:12]=[CH:13][C:8]([CH2:7][N:6]4[CH2:5][C:4]5([CH2:22][CH2:23][CH2:24][CH2:25][CH2:26]5)[O:3][C:2]4=[O:1])=[CH:9][CH:10]=3)=[CH:19][CH:18]=2)[CH2:29]1. The yield is 0.565.